The task is: Predict the reactants needed to synthesize the given product.. This data is from Full USPTO retrosynthesis dataset with 1.9M reactions from patents (1976-2016). (1) Given the product [CH2:8]([C:10]1[CH:16]=[CH:15][C:13]([NH:14][CH2:3][CH2:2][C:1]([O:5][CH2:6][CH3:7])=[O:4])=[CH:12][CH:11]=1)[CH3:9], predict the reactants needed to synthesize it. The reactants are: [C:1]([O:5][CH2:6][CH3:7])(=[O:4])[CH:2]=[CH2:3].[CH2:8]([C:10]1[CH:16]=[CH:15][C:13]([NH2:14])=[CH:12][CH:11]=1)[CH3:9]. (2) Given the product [CH3:1][C@@H:2]1[CH2:7][CH2:6][C@H:5]([O:8][C:9]2[C:18]([C:19]([F:21])([F:22])[F:20])=[C:17]3[C:12]([CH:13]=[CH:14][C:15]([C@H:23]([N:25]4[CH:26]5[CH2:33][CH2:32][CH2:31][CH:30]4[CH2:29][CH:28]([C:34]([OH:36])=[O:35])[CH2:27]5)[CH3:24])=[CH:16]3)=[CH:11][CH:10]=2)[CH2:4][CH2:3]1, predict the reactants needed to synthesize it. The reactants are: [CH3:1][C@@H:2]1[CH2:7][CH2:6][C@H:5]([O:8][C:9]2[C:18]([C:19]([F:22])([F:21])[F:20])=[C:17]3[C:12]([CH:13]=[CH:14][C:15]([CH:23]([N:25]4[CH:30]5[CH2:31][CH2:32][CH2:33][CH:26]4[CH2:27][CH:28]([C:34]([OH:36])=[O:35])[CH2:29]5)[CH3:24])=[CH:16]3)=[CH:11][CH:10]=2)[CH2:4][CH2:3]1.C(O)C.C(=O)=O. (3) The reactants are: [CH:1]1([N:4]([CH2:29][C:30]2[CH:35]=[C:34]([CH2:36][CH2:37][CH2:38][O:39][CH3:40])[CH:33]=[C:32]([O:41][CH2:42][CH2:43][O:44][CH3:45])[CH:31]=2)[C:5]([C@@H:7]2[C@:12]([C:14]3[CH:19]=[CH:18][C:17]([F:20])=[C:16]([F:21])[CH:15]=3)([OH:13])[CH2:11][CH2:10][N:9]([C:22]([O:24][C:25]([CH3:28])([CH3:27])[CH3:26])=[O:23])[CH2:8]2)=[O:6])[CH2:3][CH2:2]1.[H-].[Na+].[CH2:48](Br)[C:49]#[CH:50]. Given the product [CH:1]1([N:4]([CH2:29][C:30]2[CH:35]=[C:34]([CH2:36][CH2:37][CH2:38][O:39][CH3:40])[CH:33]=[C:32]([O:41][CH2:42][CH2:43][O:44][CH3:45])[CH:31]=2)[C:5]([C@@H:7]2[C@:12]([C:14]3[CH:19]=[CH:18][C:17]([F:20])=[C:16]([F:21])[CH:15]=3)([O:13][CH2:50][C:49]#[CH:48])[CH2:11][CH2:10][N:9]([C:22]([O:24][C:25]([CH3:28])([CH3:27])[CH3:26])=[O:23])[CH2:8]2)=[O:6])[CH2:3][CH2:2]1, predict the reactants needed to synthesize it. (4) Given the product [Br:1][C:2]1[CH:9]=[CH:8][CH:7]=[CH:6][C:3]=1[CH:4]1[O:13][CH2:12][CH2:11][CH2:10][O:5]1, predict the reactants needed to synthesize it. The reactants are: [Br:1][C:2]1[CH:9]=[CH:8][CH:7]=[CH:6][C:3]=1[CH:4]=[O:5].[CH2:10](O)[CH2:11][CH2:12][OH:13].O.C1(C)C=CC(S(O)(=O)=O)=CC=1.